From a dataset of Reaction yield outcomes from USPTO patents with 853,638 reactions. Predict the reaction yield, written as a fraction of the theoretical maximum amount of product (1.0 means a 100% yield; for example, 0.34 means a 34% yield). (1) The reactants are [H-].[Na+].[Cl:3][C:4]1[CH:31]=[C:30]([C:32]([F:35])([F:34])[F:33])[CH:29]=[CH:28][C:5]=1[O:6][C:7]1[CH:12]=[CH:11][C:10]([NH:13][C:14]([NH:16][C:17](=[O:26])[C:18]2[C:23]([F:24])=[CH:22][CH:21]=[CH:20][C:19]=2[F:25])=[O:15])=[C:9]([F:27])[CH:8]=1.Cl[CH2:37][N:38]([CH2:49]Cl)[C:39](=[O:48])[O:40][CH2:41][C:42]1[CH:47]=[CH:46][CH:45]=[CH:44][CH:43]=1.O. The catalyst is CN(C=O)C.C1COCC1. The product is [CH2:41]([O:40][C:39]([N:38]1[CH2:49][N:13]([C:10]2[CH:11]=[CH:12][C:7]([O:6][C:5]3[CH:28]=[CH:29][C:30]([C:32]([F:35])([F:33])[F:34])=[CH:31][C:4]=3[Cl:3])=[CH:8][C:9]=2[F:27])[C:14](=[O:15])[N:16]([C:17](=[O:26])[C:18]2[C:23]([F:24])=[CH:22][CH:21]=[CH:20][C:19]=2[F:25])[CH2:37]1)=[O:48])[C:42]1[CH:47]=[CH:46][CH:45]=[CH:44][CH:43]=1. The yield is 0.507. (2) The reactants are N1([C:6](N2C=CN=C2)=[O:7])C=CN=C1.[CH:13]1([CH2:17][OH:18])[CH2:16][CH2:15][CH2:14]1.Cl.[F:20][C:21]1[CH:26]=[C:25]([S:27]([CH3:30])(=[O:29])=[O:28])[CH:24]=[CH:23][C:22]=1[N:31]1[C:35]2=[N:36][CH:37]=[N:38][C:39]([S:40][CH:41]3[CH2:46][CH2:45][NH:44][CH2:43][CH2:42]3)=[C:34]2[CH:33]=[N:32]1.C(N(CC)CC)C. The catalyst is CS(C)=O. The product is [CH:13]1([CH2:17][O:18][C:6]([N:44]2[CH2:43][CH2:42][CH:41]([S:40][C:39]3[N:38]=[CH:37][N:36]=[C:35]4[N:31]([C:22]5[CH:23]=[CH:24][C:25]([S:27]([CH3:30])(=[O:29])=[O:28])=[CH:26][C:21]=5[F:20])[N:32]=[CH:33][C:34]=34)[CH2:46][CH2:45]2)=[O:7])[CH2:16][CH2:15][CH2:14]1. The yield is 0.310. (3) The reactants are [C:1]([O:5][C:6](=[O:20])[C:7]([O:10][C:11]1[CH:16]=[CH:15][C:14]([Cl:17])=[CH:13][C:12]=1[CH:18]=O)([CH3:9])[CH3:8])([CH3:4])([CH3:3])[CH3:2].[Cl:21][C:22]1[CH:30]=[C:29]2[C:25]([CH2:26][C:27](=[O:31])[NH:28]2)=[CH:24][CH:23]=1.N1CCCCC1. The catalyst is CO. The product is [C:1]([O:5][C:6](=[O:20])[C:7]([O:10][C:11]1[CH:16]=[CH:15][C:14]([Cl:17])=[CH:13][C:12]=1/[CH:18]=[C:26]1\[C:27](=[O:31])[NH:28][C:29]2[C:25]\1=[CH:24][CH:23]=[C:22]([Cl:21])[CH:30]=2)([CH3:9])[CH3:8])([CH3:4])([CH3:3])[CH3:2]. The yield is 0.840. (4) The reactants are [CH2:1]([O:3][C:4](=[O:17])[CH:5]([C:9]([C:11]1[CH:16]=[CH:15][N:14]=[CH:13][CH:12]=1)=O)[C:6](=O)[CH3:7])[CH3:2].Cl.[NH2:19][NH2:20].Cl.C([O-])(O)=O.[Na+]. The catalyst is C(O)C.O.O1CCOCC1. The product is [CH2:1]([O:3][C:4]([C:5]1[C:9]([C:11]2[CH:16]=[CH:15][N:14]=[CH:13][CH:12]=2)=[N:19][NH:20][C:6]=1[CH3:7])=[O:17])[CH3:2]. The yield is 0.830.